From a dataset of Reaction yield outcomes from USPTO patents with 853,638 reactions. Predict the reaction yield, written as a fraction of the theoretical maximum amount of product (1.0 means a 100% yield; for example, 0.34 means a 34% yield). The reactants are C([O:8][C:9]1[CH:14]=[C:13]([O:15]CC2C=CC=CC=2)[C:12]([C:23]([CH3:25])=[CH2:24])=[CH:11][C:10]=1[C:26]([N:28]1[CH2:36][C:35]2[C:30](=[CH:31][CH:32]=[C:33]([C:37]3([OH:44])[CH2:42][CH2:41][N:40]([CH3:43])[CH2:39][CH2:38]3)[CH:34]=2)[CH2:29]1)=[O:27])C1C=CC=CC=1. The catalyst is CO.[Pd]. The product is [OH:8][C:9]1[CH:14]=[C:13]([OH:15])[C:12]([CH:23]([CH3:25])[CH3:24])=[CH:11][C:10]=1[C:26]([N:28]1[CH2:36][C:35]2[C:30](=[CH:31][CH:32]=[C:33]([C:37]3([OH:44])[CH2:42][CH2:41][N:40]([CH3:43])[CH2:39][CH2:38]3)[CH:34]=2)[CH2:29]1)=[O:27]. The yield is 1.00.